Dataset: Catalyst prediction with 721,799 reactions and 888 catalyst types from USPTO. Task: Predict which catalyst facilitates the given reaction. Reactant: [F:1][C:2]([F:21])([F:20])[O:3][C:4]1[CH:5]=[C:6]2[C:14](=[CH:15][CH:16]=1)[NH:13][C:12]1[CH2:11][CH2:10][CH:9]([C:17]([NH2:19])=O)[CH2:8][C:7]2=1.[H-].[Al+3].[Li+].[H-].[H-].[H-]. Product: [F:21][C:2]([F:1])([F:20])[O:3][C:4]1[CH:5]=[C:6]2[C:14](=[CH:15][CH:16]=1)[NH:13][C:12]1[CH2:11][CH2:10][CH:9]([CH2:17][NH2:19])[CH2:8][C:7]2=1. The catalyst class is: 7.